From a dataset of Catalyst prediction with 721,799 reactions and 888 catalyst types from USPTO. Predict which catalyst facilitates the given reaction. (1) Reactant: C([O:3][C:4]([C:6]1[N:7]=[CH:8][S:9][C:10]=1[NH:11][CH:12]1[CH2:14][CH2:13]1)=[O:5])C.[Li+:15].[OH-]. Product: [CH:12]1([NH:11][C:10]2[S:9][CH:8]=[N:7][C:6]=2[C:4]([O-:5])=[O:3])[CH2:13][CH2:14]1.[Li+:15]. The catalyst class is: 36. (2) Reactant: C([O:3][C:4](=[O:16])[C:5]1[CH:10]=[C:9]([CH3:11])[C:8]([CH2:12][CH:13]([CH3:15])[CH3:14])=[N:7][CH:6]=1)C. Product: [CH2:12]([C:8]1[C:9]([CH3:11])=[CH:10][C:5]([C:4]([OH:16])=[O:3])=[CH:6][N:7]=1)[CH:13]([CH3:15])[CH3:14]. The catalyst class is: 33.